Predict the product of the given reaction. From a dataset of Forward reaction prediction with 1.9M reactions from USPTO patents (1976-2016). (1) Given the reactants C([O-])([O-])=O.[Cs+].[Cs+].F[C:8]1[C:25]([F:26])=[C:24]2[C:11]([CH2:12][C:13]3([C@H:22]4[C@H:30]([CH3:31])[O:29][C@H:28]([CH3:32])[CH2:27][N:23]42)[C:18](=[O:19])[NH:17][C:16](=[O:20])[NH:15][C:14]3=[O:21])=[CH:10][C:9]=1/[C:33](=[N:40]/[OH:41])/[C:34]1[CH:39]=[CH:38][CH:37]=[CH:36][CH:35]=1, predict the reaction product. The product is: [F:26][C:25]1[C:8]2[O:41][N:40]=[C:33]([C:34]3[CH:35]=[CH:36][CH:37]=[CH:38][CH:39]=3)[C:9]=2[CH:10]=[C:11]2[C:24]=1[N:23]1[CH2:27][C@@H:28]([CH3:32])[O:29][C@@H:30]([CH3:31])[C@@H:22]1[C:13]1([C:14](=[O:21])[NH:15][C:16](=[O:20])[NH:17][C:18]1=[O:19])[CH2:12]2. (2) Given the reactants [NH:1]1[C:9]2[C:4](=[CH:5][CH:6]=[CH:7][CH:8]=2)[C:3]([CH2:10][C@H:11]([NH:35][S:36]([C:39]2[CH:44]=[CH:43][C:42]([N+:45]([O-:47])=[O:46])=[CH:41][CH:40]=2)(=[O:38])=[O:37])[CH2:12][N:13]([C:20]2[O:24][N:23]=[C:22]([C:25]3[CH:26]=[C:27]4[C:32](=[CH:33][CH:34]=3)[CH:31]=[N:30][CH:29]=[CH:28]4)[CH:21]=2)C(=O)OCC=C)=[CH:2]1.C[Si](C)(C)NO[Si](C)(C)C, predict the reaction product. The product is: [NH:1]1[C:9]2[C:4](=[CH:5][CH:6]=[CH:7][CH:8]=2)[C:3]([CH2:10][C@H:11]([NH:35][S:36]([C:39]2[CH:40]=[CH:41][C:42]([N+:45]([O-:47])=[O:46])=[CH:43][CH:44]=2)(=[O:37])=[O:38])[CH2:12][NH:13][C:20]2[O:24][N:23]=[C:22]([C:25]3[CH:26]=[C:27]4[C:32](=[CH:33][CH:34]=3)[CH:31]=[N:30][CH:29]=[CH:28]4)[CH:21]=2)=[CH:2]1. (3) Given the reactants [Cl:1][C:2]1[CH:3]=[C:4]([CH:8]=[CH:9][CH:10]=1)[C:5](=[NH:7])[NH2:6].O=[C:12]1[CH2:16][CH2:15][S:14][CH:13]1[C:17](OC)=[O:18].C[O-].[Na+], predict the reaction product. The product is: [Cl:1][C:2]1[CH:3]=[C:4]([C:5]2[N:6]=[C:17]([OH:18])[C:13]3[S:14][CH2:15][CH2:16][C:12]=3[N:7]=2)[CH:8]=[CH:9][CH:10]=1. (4) Given the reactants [CH2:1]([N:8]([CH3:31])[S:9]([C:12]1[CH:13]=[C:14]2[C:18](=[CH:19][CH:20]=1)[N:17](CCC#N)[C:16](=[O:25])[C:15]12OCCC[O:26]1)(=[O:11])=[O:10])[C:2]1[CH:7]=[CH:6][CH:5]=[CH:4][CH:3]=1.CCO.N.[H][H], predict the reaction product. The product is: [CH2:1]([N:8]([CH3:31])[S:9]([C:12]1[CH:13]=[C:14]2[C:18](=[CH:19][CH:20]=1)[NH:17][C:16](=[O:25])[C:15]2=[O:26])(=[O:11])=[O:10])[C:2]1[CH:7]=[CH:6][CH:5]=[CH:4][CH:3]=1. (5) Given the reactants [CH2:1]=[CH:2][CH2:3][CH2:4][CH2:5][CH2:6][CH2:7][CH2:8][CH2:9][CH2:10][CH2:11][CH2:12]CC.[C:15]1(C)[CH:20]=[CH:19][CH:18]=[C:17]([CH:21]=[CH:22][CH2:23][CH3:24])[CH:16]=1.Cl[CH2:27]Cl, predict the reaction product. The product is: [C:16]1([CH3:27])[CH:15]=[CH:20][CH:19]=[CH:18][C:17]=1[CH2:21][CH2:22][CH:23]=[CH:24][CH2:12][CH2:11][CH2:10][CH2:9][CH2:8][CH2:7][CH2:6][CH2:5][CH2:4][CH2:3][CH2:2][CH3:1]. (6) Given the reactants [CH2:1]([O:8][C:9]1[C:14]([O:15][CH3:16])=[CH:13][C:12]([CH:17]([NH:30][C:31]2[CH:38]=[CH:37][C:34]([C:35]#[N:36])=[CH:33][CH:32]=2)[CH2:18][N:19]2C(=O)C3C(=CC=CC=3)C2=O)=[C:11]([N+:39]([O-:41])=[O:40])[CH:10]=1)[C:2]1[CH:7]=[CH:6][CH:5]=[CH:4][CH:3]=1.O.NN, predict the reaction product. The product is: [NH2:19][CH2:18][CH:17]([NH:30][C:31]1[CH:32]=[CH:33][C:34]([C:35]#[N:36])=[CH:37][CH:38]=1)[C:12]1[CH:13]=[C:14]([O:15][CH3:16])[C:9]([O:8][CH2:1][C:2]2[CH:3]=[CH:4][CH:5]=[CH:6][CH:7]=2)=[CH:10][C:11]=1[N+:39]([O-:41])=[O:40]. (7) Given the reactants [Cl:1][C:2]1[CH:7]=[C:6]([N+:8]([O-])=O)[CH:5]=[CH:4][C:3]=1[O:11][CH2:12][CH:13]([CH3:15])[CH3:14].Cl[Sn]Cl.C([O-])(O)=O.[Na+].NC1C=CC=CC=1.C1C(=O)N([Br:38])C(=O)C1.C1C[O:42][CH2:41][CH2:40]1, predict the reaction product. The product is: [Br:38][C:5]1[CH:4]=[C:3]([O:11][CH2:12][CH:13]([CH3:15])[CH3:14])[C:2]([Cl:1])=[CH:7][C:6]=1[NH:8][C:41](=[O:42])[CH3:40].